This data is from Full USPTO retrosynthesis dataset with 1.9M reactions from patents (1976-2016). The task is: Predict the reactants needed to synthesize the given product. (1) Given the product [F:1][C:2]1[CH:7]=[CH:6][C:5]([C:8]2[CH:9]=[C:10]([N:20]3[CH2:25][CH2:24][CH:23]([C:26]4[NH:30][N:29]=[N:28][N:27]=4)[CH2:22][CH2:21]3)[N:11]=[C:12]([N:14]3[CH2:18][CH2:17][CH2:16][CH:15]3[CH3:19])[N:13]=2)=[CH:4][CH:3]=1, predict the reactants needed to synthesize it. The reactants are: [F:1][C:2]1[CH:7]=[CH:6][C:5]([C:8]2[N:13]=[C:12]([N:14]3[CH2:18][CH2:17][CH2:16][CH:15]3[CH3:19])[N:11]=[C:10]([N:20]3[CH2:25][CH2:24][CH:23]([C:26]#[N:27])[CH2:22][CH2:21]3)[CH:9]=2)=[CH:4][CH:3]=1.[N-:28]=[N+:29]=[N-:30].[Na+].[Cl-].[NH4+]. (2) Given the product [F:29][CH:28]([F:30])[C:23]1[C:24]([O:26][CH3:27])=[CH:25][C:20]([B:10]2[O:11][C:12]([CH3:17])([CH3:18])[C:13]([CH3:15])([CH3:16])[O:14]2)=[C:21]([O:31][CH3:32])[CH:22]=1, predict the reactants needed to synthesize it. The reactants are: [B:10]1([B:10]2[O:14][C:13]([CH3:16])([CH3:15])[C:12]([CH3:18])([CH3:17])[O:11]2)[O:14][C:13]([CH3:16])([CH3:15])[C:12]([CH3:18])([CH3:17])[O:11]1.Br[C:20]1[CH:25]=[C:24]([O:26][CH3:27])[C:23]([CH:28]([F:30])[F:29])=[CH:22][C:21]=1[O:31][CH3:32].C([O-])(=O)C.[K+]. (3) The reactants are: [C:1]1([NH:7][C:8]([C:10]2[N:14]3[N:15]=[C:16](Cl)[CH:17]=[CH:18][C:13]3=[N:12][C:11]=2[CH3:20])=[O:9])[CH:6]=[CH:5][CH:4]=[CH:3][CH:2]=1.[F:21][C:22]1[CH:29]=[CH:28][C:25]([CH2:26][NH2:27])=[CH:24][CH:23]=1.[CH3:30][N:31](C)[CH:32]=O. Given the product [C:1]1([NH:7][C:8]([C:10]2[N:14]3[N:15]=[C:16]([NH:27][CH2:26][C:25]4[CH:28]=[CH:29][C:22]([F:21])=[CH:23][CH:24]=4)[CH:17]=[CH:18][C:13]3=[N:12][C:11]=2[CH3:20])=[O:9])[CH:6]=[CH:5][CH:4]=[CH:3][CH:2]=1.[CH3:30][N:31]([CH3:32])[C:16]1[CH:17]=[CH:18][C:13]2[N:14]([C:10]([C:8]([NH:7][C:1]3[CH:6]=[CH:5][CH:4]=[CH:3][CH:2]=3)=[O:9])=[C:11]([CH3:20])[N:12]=2)[N:15]=1, predict the reactants needed to synthesize it. (4) Given the product [Cl:1][C:2]1[CH:3]=[CH:4][C:5]([N+:35]([O-:37])=[O:36])=[C:6]([C:8]2[C:13]([O:14][CH3:15])=[CH:12][N:11]([CH:16]([CH3:33])[C:17]([NH:19][C:20]3[CH:32]=[CH:31][C:23]([C:24]([OH:26])=[O:25])=[CH:22][CH:21]=3)=[O:18])[C:10](=[O:34])[CH:9]=2)[CH:7]=1, predict the reactants needed to synthesize it. The reactants are: [Cl:1][C:2]1[CH:3]=[CH:4][C:5]([N+:35]([O-:37])=[O:36])=[C:6]([C:8]2[C:13]([O:14][CH3:15])=[CH:12][N:11]([CH:16]([CH3:33])[C:17]([NH:19][C:20]3[CH:32]=[CH:31][C:23]([C:24]([O:26]C(C)(C)C)=[O:25])=[CH:22][CH:21]=3)=[O:18])[C:10](=[O:34])[CH:9]=2)[CH:7]=1.C(O)(C(F)(F)F)=O. (5) Given the product [Br:23][C:24]1[CH:25]=[C:26]([CH:30]2[C:34]3[NH:35][C:36]([C:38]([O:40][CH3:41])=[O:39])=[CH:37][C:33]=3[CH2:32][CH2:31]2)[CH:27]=[CH:28][CH:29]=1.[Br:14][C:15]1[CH:16]=[C:17]([Mg:21][Br:22])[CH:18]=[CH:19][CH:20]=1, predict the reactants needed to synthesize it. The reactants are: O=C1C2NC(C(OC)=O)=CC=2CC1.[Br:14][C:15]1[CH:16]=[C:17]([Mg:21][Br:22])[CH:18]=[CH:19][CH:20]=1.[Br:23][C:24]1[CH:25]=[C:26]([C:30]2(O)[C:34]3[NH:35][C:36]([C:38]([O:40][CH3:41])=[O:39])=[CH:37][C:33]=3[CH2:32][CH2:31]2)[CH:27]=[CH:28][CH:29]=1.[Mg].BrC1C=CC=C(Br)C=1.C1(CC2C3C=C(C(O)=O)NC=3CC2)CCCCC1. (6) Given the product [CH3:1][C:2]([CH3:4])([CH:5]([OH:6])[CH2:8][CH2:9][CH2:10][CH3:11])[CH3:3], predict the reactants needed to synthesize it. The reactants are: [CH3:1][C:2]([CH:5]=[O:6])([CH3:4])[CH3:3].[Li][CH2:8][CH2:9][CH2:10][CH3:11].